From a dataset of Peptide-MHC class I binding affinity with 185,985 pairs from IEDB/IMGT. Regression. Given a peptide amino acid sequence and an MHC pseudo amino acid sequence, predict their binding affinity value. This is MHC class I binding data. (1) The peptide sequence is NSESGNSRY. The MHC is HLA-B39:01 with pseudo-sequence HLA-B39:01. The binding affinity (normalized) is 0.0847. (2) The peptide sequence is FANHKFTLV. The MHC is HLA-A02:02 with pseudo-sequence HLA-A02:02. The binding affinity (normalized) is 0.502. (3) The peptide sequence is EAEKQLQQY. The MHC is HLA-B39:01 with pseudo-sequence HLA-B39:01. The binding affinity (normalized) is 0.0847. (4) The peptide sequence is DSPATLSAY. The MHC is HLA-A30:01 with pseudo-sequence HLA-A30:01. The binding affinity (normalized) is 0.0847. (5) The peptide sequence is IEPTGGISL. The MHC is BoLA-AW10 with pseudo-sequence BoLA-AW10. The binding affinity (normalized) is 0.0641. (6) The peptide sequence is QTDDGVRFT. The MHC is HLA-B58:01 with pseudo-sequence HLA-B58:01. The binding affinity (normalized) is 0.0847.